This data is from hERG potassium channel inhibition data for cardiac toxicity prediction from Karim et al.. The task is: Regression/Classification. Given a drug SMILES string, predict its toxicity properties. Task type varies by dataset: regression for continuous values (e.g., LD50, hERG inhibition percentage) or binary classification for toxic/non-toxic outcomes (e.g., AMES mutagenicity, cardiotoxicity, hepatotoxicity). Dataset: herg_karim. (1) The compound is Nc1ccc(-c2ccccc2)cc1NC(=O)c1ccc(N2CCC3(CCNC3)CC2)nc1. The result is 1 (blocker). (2) The drug is C=CC(=O)Nc1cc(Nc2ncc(Cl)c(-c3cnn4ccccc34)n2)c(OC)cc1N(C)CCN(C)C. The result is 1 (blocker). (3) The drug is Cc1cc(CN2CCN(c3c(Br)cnc4nc(-c5ccc(N6CCN(C)CC6)cc5)[nH]c34)CC2)no1. The result is 1 (blocker). (4) The drug is O=C(O)Cc1c2n(c3ccccc13)CC(N(Cc1ccc(F)cc1)S(=O)(=O)c1ccc(F)cc1)CC2. The result is 0 (non-blocker). (5) The molecule is CC(=O)N1CCC(c2ccc(NC(=O)c3ncc(C#N)[nH]3)c(C3=CCCCC3)c2)CC1. The result is 1 (blocker). (6) The drug is Fc1cn(Cc2ccccc2)c2ncnc(OC3CCN(Cc4cscn4)CC3)c12. The result is 1 (blocker). (7) The compound is CCOC(=O)C1=C(CN2CC(C)(C)OC[C@H]2C(=O)O)NC(c2nccs2)=N[C@H]1c1ccc(F)cc1Br. The result is 0 (non-blocker).